From a dataset of Full USPTO retrosynthesis dataset with 1.9M reactions from patents (1976-2016). Predict the reactants needed to synthesize the given product. (1) Given the product [NH:1]1[CH:5]=[CH:4][N:3]=[C:2]1[CH2:6][N:7]1[C:20](=[O:21])[C@H:19]([CH2:22][C:23](=[O:24])[N:68]2[CH2:67][CH2:66][CH:65]([N:64]3[CH2:63][C:62]4[C:57](=[CH:58][CH:59]=[CH:60][CH:61]=4)[NH:56][C:55]3=[O:54])[CH2:70][CH2:69]2)[CH2:18][C:17]2[CH:16]=[C:15]([Cl:27])[C:14]3[NH:13][N:12]=[CH:11][C:10]=3[C:9]=2[CH2:8]1, predict the reactants needed to synthesize it. The reactants are: [NH:1]1[CH:5]=[CH:4][N:3]=[C:2]1[CH2:6][N:7]1[C:20](=[O:21])[C@H:19]([CH2:22][C:23](OC)=[O:24])[CH2:18][C:17]2[CH:16]=[C:15]([Cl:27])[C:14]3[NH:13][N:12]=[CH:11][C:10]=3[C:9]=2[CH2:8]1.O.[OH-].[Li+].[B-](F)(F)(F)F.CN(C(ON1N=NC2C1=CC=CC=2)=[N+](C)C)C.Cl.[O:54]=[C:55]1[N:64]([CH:65]2[CH2:70][CH2:69][NH:68][CH2:67][CH2:66]2)[CH2:63][C:62]2[C:57](=[CH:58][CH:59]=[CH:60][CH:61]=2)[NH:56]1. (2) Given the product [CH2:17]([N:3]([CH2:1][CH3:2])[CH2:4][CH2:5][CH2:6][O:7][C:8]1[CH:9]=[CH:10][C:11]([NH2:14])=[CH:12][CH:13]=1)[CH3:18], predict the reactants needed to synthesize it. The reactants are: [CH2:1]([N:3]([CH2:17][CH3:18])[CH2:4][CH2:5][CH2:6][O:7][C:8]1[CH:13]=[CH:12][C:11]([N+:14]([O-])=O)=[CH:10][CH:9]=1)[CH3:2].O.NN. (3) Given the product [CH3:12][S:11][C:8]1[CH:9]=[CH:10][C:5]([S:2]([CH2:1][C@@H:28]2[CH2:27][CH2:26][O:25][CH2:24][C@H:23]2[OH:22])(=[O:4])=[O:3])=[CH:6][CH:7]=1, predict the reactants needed to synthesize it. The reactants are: [CH3:1][S:2]([C:5]1[CH:10]=[CH:9][C:8]([S:11][CH3:12])=[CH:7][CH:6]=1)(=[O:4])=[O:3].[Li]CCCC.B(F)(F)F.[O:22]1[CH:28]2[CH:23]1[CH2:24][O:25][CH2:26][CH2:27]2.[NH4+].[Cl-]. (4) Given the product [NH2:1][C:2]1[CH:9]=[CH:8][C:7]([I:10])=[CH:6][C:3]=1[C:4]#[N:5], predict the reactants needed to synthesize it. The reactants are: [NH2:1][C:2]1[CH:9]=[CH:8][CH:7]=[CH:6][C:3]=1[C:4]#[N:5].[I:10]Cl.